Dataset: Catalyst prediction with 721,799 reactions and 888 catalyst types from USPTO. Task: Predict which catalyst facilitates the given reaction. Reactant: [C:1]([O:5][C:6](=[O:40])[N:7]([C:17]1[S:18][C:19]2[CH2:28][CH2:27][CH:26]([OH:29])[C:25]3[C:21](=[CH:22][N:23]([CH2:30][C:31]4[CH:36]=[CH:35][C:34]([O:37][CH3:38])=[CH:33][CH:32]=4)[N:24]=3)[C:20]=2[N:39]=1)[CH2:8][C:9]1[CH:14]=[CH:13][C:12]([O:15][CH3:16])=[CH:11][CH:10]=1)([CH3:4])([CH3:3])[CH3:2].[CH3:41]I.[H-].[Na+].O. Product: [C:1]([O:5][C:6](=[O:40])[N:7]([CH2:8][C:9]1[CH:10]=[CH:11][C:12]([O:15][CH3:16])=[CH:13][CH:14]=1)[C:17]1[S:18][C:19]2[CH2:28][CH2:27][CH:26]([O:29][CH3:41])[C:25]3[C:21](=[CH:22][N:23]([CH2:30][C:31]4[CH:32]=[CH:33][C:34]([O:37][CH3:38])=[CH:35][CH:36]=4)[N:24]=3)[C:20]=2[N:39]=1)([CH3:4])([CH3:2])[CH3:3]. The catalyst class is: 1.